This data is from Catalyst prediction with 721,799 reactions and 888 catalyst types from USPTO. The task is: Predict which catalyst facilitates the given reaction. (1) Reactant: [CH3:1][O:2][C:3](=[O:27])[CH2:4][CH2:5][CH2:6][CH2:7][CH2:8][CH2:9][N:10]1[C:14](=[O:15])[CH2:13][CH2:12][C@@H:11]1/[CH:16]=[CH:17]/[C:18]([C:20]1[CH:25]=[CH:24][CH:23]=[C:22]([Br:26])[CH:21]=1)=[O:19].[BH4-].[Na+].Cl. Product: [CH3:1][O:2][C:3](=[O:27])[CH2:4][CH2:5][CH2:6][CH2:7][CH2:8][CH2:9][N:10]1[C:14](=[O:15])[CH2:13][CH2:12][C@@H:11]1/[CH:16]=[CH:17]/[CH:18]([C:20]1[CH:25]=[CH:24][CH:23]=[C:22]([Br:26])[CH:21]=1)[OH:19]. The catalyst class is: 5. (2) Reactant: [N:1]1[CH:6]=[CH:5][C:4](B(O)O)=[CH:3][CH:2]=1.FC(F)(F)S(O[C:16]1[C@@:20]2([CH3:41])[CH2:21][CH2:22][C@H:23]3[C@H:32]([C@@H:19]2[CH2:18][CH:17]=1)[CH2:31][CH:30]=[C:29]1[C@:24]3([CH3:40])[CH2:25][CH2:26][C:27](=[O:39])[N:28]1[CH2:33][C:34]([N:36]([CH3:38])[CH3:37])=[O:35])(=O)=O.O. Product: [CH3:40][C@@:24]12[C@H:23]3[CH2:22][CH2:21][C@@:20]4([CH3:41])[C@H:19]([C@@H:32]3[CH2:31][CH:30]=[C:29]1[N:28]([CH2:33][C:34]([N:36]([CH3:37])[CH3:38])=[O:35])[C:27](=[O:39])[CH2:26][CH2:25]2)[CH2:18][CH:17]=[C:16]4[C:4]1[CH:5]=[CH:6][N:1]=[CH:2][CH:3]=1. The catalyst class is: 184. (3) The catalyst class is: 66. Reactant: [C:1]1([C:20]2[CH:25]=[CH:24][CH:23]=[CH:22][CH:21]=2)[CH:6]=[CH:5][C:4]([C:7]([CH2:9][S:10]([CH2:13][CH2:14][CH2:15][CH2:16][C:17](O)=[O:18])(=[O:12])=[O:11])=[O:8])=[CH:3][CH:2]=1.[NH2:26][OH:27].Cl. Product: [OH:27][NH:26][C:17](=[O:18])[CH2:16][CH2:15][CH2:14][CH2:13][S:10]([CH2:9][C:7]([C:4]1[CH:5]=[CH:6][C:1]([C:20]2[CH:25]=[CH:24][CH:23]=[CH:22][CH:21]=2)=[CH:2][CH:3]=1)=[O:8])(=[O:12])=[O:11]. (4) Reactant: [F:1][C:2]1[CH:7]=[CH:6][C:5]([N:8]2[C:12]([C:13]3[CH:23]=[CH:22][C:16]4[O:17][CH2:18][C:19](=[O:21])[NH:20][C:15]=4[CH:14]=3)=[CH:11][C:10]([CH:24]=[O:25])=[N:9]2)=[CH:4][CH:3]=1.C[Si](C)(C)[C:28]([F:31])([F:30])[F:29].[F-].C([N+](CCCC)(CCCC)CCCC)CCC. Product: [F:1][C:2]1[CH:7]=[CH:6][C:5]([N:8]2[C:12]([C:13]3[CH:23]=[CH:22][C:16]4[O:17][CH2:18][C:19](=[O:21])[NH:20][C:15]=4[CH:14]=3)=[CH:11][C:10]([CH:24]([OH:25])[C:28]([F:31])([F:30])[F:29])=[N:9]2)=[CH:4][CH:3]=1. The catalyst class is: 1. (5) Reactant: [CH3:1][C:2]([C:10]1[N:11]=[CH:12][O:13][CH:14]=1)([C:4]1[CH:9]=[CH:8][CH:7]=[CH:6][CH:5]=1)[CH3:3].[Cl:15][S:16](O)(=[O:18])=[O:17]. Product: [CH3:3][C:2]([C:4]1[CH:9]=[CH:8][C:7]([S:16]([Cl:15])(=[O:18])=[O:17])=[CH:6][CH:5]=1)([C:10]1[N:11]=[CH:12][O:13][CH:14]=1)[CH3:1]. The catalyst class is: 22. (6) Reactant: [Br:1][C:2]1[C:8]([CH3:9])=[CH:7][C:5]([NH2:6])=[C:4]([CH3:10])[CH:3]=1.COC(OC)OC.[C:18]1([CH3:28])C=CC(S(O)(=O)=O)=CC=1.[CH3:29][NH:30][CH2:31]C. Product: [Br:1][C:2]1[C:8]([CH3:9])=[CH:7][C:5]([N:6]=[CH:29][N:30]([CH2:18][CH3:28])[CH3:31])=[C:4]([CH3:10])[CH:3]=1. The catalyst class is: 310. (7) Reactant: [Cl:1][C:2]1[CH:9]=[C:8]([Cl:10])[CH:7]=[C:6]([CH2:11][O:12][CH3:13])[C:3]=1[C:4]#[N:5].CO.[OH-].[Na+]. Product: [Cl:1][C:2]1[CH:9]=[C:8]([Cl:10])[CH:7]=[C:6]([CH2:11][O:12][CH3:13])[C:3]=1[CH2:4][NH2:5]. The catalyst class is: 1. (8) Reactant: [Br:1][C:2]1[CH:3]=[CH:4][C:5]([F:29])=[C:6]([C@@:8]2([CH3:28])[N:13]([CH2:14][C:15]3[CH:20]=[CH:19][C:18]([O:21][CH3:22])=[CH:17][C:16]=3[O:23][CH3:24])[C:12](=[O:25])[C:11]([CH3:27])([CH3:26])S[CH2:9]2)[CH:7]=1.O[O:31][S:32]([O-:34])=O.[K+]. The catalyst class is: 5. Product: [Br:1][C:2]1[CH:3]=[CH:4][C:5]([F:29])=[C:6]([C@@:8]2([CH3:28])[N:13]([CH2:14][C:15]3[CH:20]=[CH:19][C:18]([O:21][CH3:22])=[CH:17][C:16]=3[O:23][CH3:24])[C:12](=[O:25])[C:11]([CH3:26])([CH3:27])[S:32](=[O:34])(=[O:31])[CH2:9]2)[CH:7]=1. (9) Reactant: C[O:2][C:3](=[O:33])[C:4]1[CH:9]=[CH:8][C:7]([O:10][CH3:11])=[CH:6][C:5]=1[NH:12][C:13]1[C:22]([NH:23][S:24]([C:27]2[CH:28]=[N:29][CH:30]=[CH:31][CH:32]=2)(=[O:26])=[O:25])=[N:21][C:20]2[C:15](=[CH:16][CH:17]=[CH:18][CH:19]=2)[N:14]=1.C([O-])([O-])=O.[K+].[K+].O. Product: [CH3:11][O:10][C:7]1[CH:8]=[CH:9][C:4]([C:3]([OH:33])=[O:2])=[C:5]([NH:12][C:13]2[C:22]([NH:23][S:24]([C:27]3[CH:28]=[N:29][CH:30]=[CH:31][CH:32]=3)(=[O:25])=[O:26])=[N:21][C:20]3[C:15](=[CH:16][CH:17]=[CH:18][CH:19]=3)[N:14]=2)[CH:6]=1. The catalyst class is: 5. (10) Reactant: [CH3:1][O:2][C:3]1[C:4]([C:21]([OH:23])=O)=[CH:5][C:6]2[C:11]([CH:12]=1)=[CH:10][CH:9]=[C:8]([C:13]1[CH:18]=[CH:17][CH:16]=[C:15]([O:19][CH3:20])[CH:14]=1)[CH:7]=2.C[CH2:25][N:26]=C=NCCCN(C)C.OC1C2N=NNC=2C=CC=1.CN.C(N(CC)CC)C.Cl. Product: [CH3:1][O:2][C:3]1[C:4]([C:21]([NH:26][CH3:25])=[O:23])=[CH:5][C:6]2[C:11]([CH:12]=1)=[CH:10][CH:9]=[C:8]([C:13]1[CH:18]=[CH:17][CH:16]=[C:15]([O:19][CH3:20])[CH:14]=1)[CH:7]=2. The catalyst class is: 4.